Dataset: Acute oral toxicity (LD50) regression data from Zhu et al.. Task: Regression/Classification. Given a drug SMILES string, predict its toxicity properties. Task type varies by dataset: regression for continuous values (e.g., LD50, hERG inhibition percentage) or binary classification for toxic/non-toxic outcomes (e.g., AMES mutagenicity, cardiotoxicity, hepatotoxicity). Dataset: ld50_zhu. (1) The molecule is O=c1[nH]cnc2c1ncn2C1OC(COP(=O)(O)O)C(O)C1O. The rat oral LD50 is 1.34, given as -log10 of the dose in mol/kg body weight (higher means more acutely toxic). (2) The compound is ClP(Cl)Oc1ccccc1. The rat oral LD50 is 2.46, given as -log10 of the dose in mol/kg body weight (higher means more acutely toxic).